This data is from Forward reaction prediction with 1.9M reactions from USPTO patents (1976-2016). The task is: Predict the product of the given reaction. Given the reactants [C:1]([N:4]1[CH2:9][CH2:8][CH:7]([CH2:10][CH2:11][C:12]([OH:14])=O)[CH2:6][CH2:5]1)(=[O:3])[CH3:2].[CH2:15]1[C:24]2[C:19]3=[C:20]([CH2:25][CH2:26][C:27](=[O:28])[N:18]3[CH2:17][CH2:16]1)[CH:21]=[CH:22][CH:23]=2, predict the reaction product. The product is: [C:1]([N:4]1[CH2:5][CH2:6][CH:7]([CH2:10][CH2:11][C:12]([C:22]2[CH:23]=[C:24]3[C:19]4=[C:20]([CH2:25][CH2:26][C:27](=[O:28])[N:18]4[CH2:17][CH2:16][CH2:15]3)[CH:21]=2)=[O:14])[CH2:8][CH2:9]1)(=[O:3])[CH3:2].